From a dataset of Catalyst prediction with 721,799 reactions and 888 catalyst types from USPTO. Predict which catalyst facilitates the given reaction. Product: [N:18]1[CH:19]=[CH:20][C:15]([CH:14]([C:21]2[CH:26]=[CH:25][N:24]=[CH:23][CH:22]=2)[CH2:13][NH:12][C:10]2[C:9]3[C:4](=[CH:5][CH:6]=[CH:7][CH:8]=3)[N:3]=[C:2]([C:32]3[CH:31]=[C:30]4[C:35](=[CH:34][CH:33]=3)[NH:27][CH:28]=[CH:29]4)[N:11]=2)=[CH:16][CH:17]=1. Reactant: Cl[C:2]1[N:11]=[C:10]([NH:12][CH2:13][CH:14]([C:21]2[CH:26]=[CH:25][N:24]=[CH:23][CH:22]=2)[C:15]2[CH:20]=[CH:19][N:18]=[CH:17][CH:16]=2)[C:9]2[C:4](=[CH:5][CH:6]=[CH:7][CH:8]=2)[N:3]=1.[NH:27]1[C:35]2[C:30](=[CH:31][C:32](B(O)O)=[CH:33][CH:34]=2)[CH:29]=[CH:28]1.C(NC1C2C(=CC=CC=2)N=C(C2SC3C=CC=CC=3C=2)N=1)(C1C=CC=CC=1)C1C=CC=CC=1. The catalyst class is: 147.